Dataset: Full USPTO retrosynthesis dataset with 1.9M reactions from patents (1976-2016). Task: Predict the reactants needed to synthesize the given product. Given the product [Br:1][C:6]1[CH:7]=[C:8]([N+:10]([O-:12])=[O:11])[CH:9]=[C:4]([CH3:3])[C:5]=1[OH:13], predict the reactants needed to synthesize it. The reactants are: [Br:1]Br.[CH3:3][C:4]1[CH:9]=[C:8]([N+:10]([O-:12])=[O:11])[CH:7]=[CH:6][C:5]=1[OH:13].